This data is from Catalyst prediction with 721,799 reactions and 888 catalyst types from USPTO. The task is: Predict which catalyst facilitates the given reaction. Reactant: [NH2:1][CH2:2][CH2:3][CH:4]1[C:8]2[C:9]3[N:10]([N:13]=[C:14]([CH3:21])[C:15]=3[C:16]([O:18][CH2:19][CH3:20])=[O:17])[CH:11]=[CH:12][C:7]=2[CH2:6][CH2:5]1.[C:22](O[C:22]([O:24][C:25]([CH3:28])([CH3:27])[CH3:26])=[O:23])([O:24][C:25]([CH3:28])([CH3:27])[CH3:26])=[O:23]. Product: [C:25]([O:24][C:22]([NH:1][CH2:2][CH2:3][CH:4]1[C:8]2[C:9]3[N:10]([N:13]=[C:14]([CH3:21])[C:15]=3[C:16]([O:18][CH2:19][CH3:20])=[O:17])[CH:11]=[CH:12][C:7]=2[CH2:6][CH2:5]1)=[O:23])([CH3:28])([CH3:27])[CH3:26]. The catalyst class is: 7.